This data is from Full USPTO retrosynthesis dataset with 1.9M reactions from patents (1976-2016). The task is: Predict the reactants needed to synthesize the given product. (1) The reactants are: CN([C:4]1[CH:9]=[CH:8][CH:7]=[CH:6][N:5]=1)C.Cl.[CH2:11](N=C=NCCCN(C)C)[CH3:12].[CH3:22][O:23][C:24]1[C:25](=[O:48])[C:26]([CH3:47])=[C:27]([CH2:33][C:34]2[CH:35]=[CH:36][C:37]([O:43]C(=O)C)=[C:38]([CH:42]=2)[C:39](O)=[O:40])[C:28](=[O:32])[C:29]=1[O:30][CH3:31].[CH2:49](Cl)Cl. Given the product [CH3:22][O:23][C:24]1[C:25](=[O:48])[C:26]([CH3:47])=[C:27]([CH2:33][C:34]2[CH:35]=[CH:36][C:37]([OH:43])=[C:38]([CH:42]=2)[C:39]([NH:5][C@@H:6]([C:7]2[CH:12]=[CH:11][CH:4]=[CH:9][CH:8]=2)[CH3:49])=[O:40])[C:28](=[O:32])[C:29]=1[O:30][CH3:31], predict the reactants needed to synthesize it. (2) Given the product [CH3:59][O:60][C:61]1[CH:66]=[C:57]([CH:56]=[CH:55][CH:62]=1)[CH2:52][NH:51][C:49]([C:48]1[CH:47]=[CH:46][N:45]=[C:44]2[NH:58][C:41]([C:38]3[CH:39]=[CH:40][C:35]([CH2:34][N:28]4[CH2:33][CH2:32][O:31][CH2:30][CH2:29]4)=[CH:36][CH:37]=3)=[N:42][C:43]=12)=[O:50], predict the reactants needed to synthesize it. The reactants are: C(N(CC)CC)C.[B-](F)(F)(F)F.CN(C(ON1C(=O)CCC1=O)=[N+](C)C)C.[N:28]1([CH2:34][C:35]2[CH:40]=[CH:39][C:38]([C:41]3[NH:58][C:44]4=[N:45][CH:46]=[CH:47][C:48]([C:49]([NH:51][C:52]5C=N[CH:55]=[CH:56][CH:57]=5)=[O:50])=[C:43]4[N:42]=3)=[CH:37][CH:36]=2)[CH2:33][CH2:32][O:31][CH2:30][CH2:29]1.[CH3:59][O:60][C:61]1[CH:62]=C(CN)C=C[CH:66]=1. (3) Given the product [Cl:24][C:25]1[CH:26]=[CH:27][C:28]([CH2:29][NH:30][C@@H:31]([C:33]2[CH:34]=[CH:35][CH:36]=[CH:37][CH:38]=2)[CH3:32])=[CH:39][C:40]=1[N:19]1[CH:23]=[N:22][CH:21]=[N:20]1, predict the reactants needed to synthesize it. The reactants are: CN[C@@H]1CCCC[C@H]1NC.P([O-])([O-])([O-])=O.[K+].[K+].[K+].[NH:19]1[CH:23]=[N:22][CH:21]=[N:20]1.[Cl:24][C:25]1[CH:40]=[CH:39][C:28]([CH2:29][NH:30][C@@H:31]([C:33]2[CH:38]=[CH:37][CH:36]=[CH:35][CH:34]=2)[CH3:32])=[CH:27][C:26]=1I. (4) Given the product [NH:20]1[C:21]2[CH:27]=[CH:26][CH:25]=[CH:24][C:22]=2[N:23]=[C:19]1[CH:16]1[CH2:17][CH2:18][N:13]([C:8]([C:5]2[CH:4]=[CH:3][C:2]([Br:1])=[CH:7][N:6]=2)=[O:10])[CH2:14][CH2:15]1, predict the reactants needed to synthesize it. The reactants are: [Br:1][C:2]1[CH:3]=[CH:4][C:5]([C:8]([OH:10])=O)=[N:6][CH:7]=1.Cl.Cl.[NH:13]1[CH2:18][CH2:17][CH:16]([C:19]2[NH:23][C:22]3[CH:24]=[CH:25][CH:26]=[CH:27][C:21]=3[N:20]=2)[CH2:15][CH2:14]1.Cl.C(N=C=N)C.C(N(CC)CC)C. (5) Given the product [Cl:18][C:19]([O:15][C:12]1[CH:11]=[CH:10][C:9]([C:3]2[CH:4]=[CH:5][CH:6]=[CH:7][CH:8]=2)=[CH:14][CH:13]=1)=[CH:20][Cl:21], predict the reactants needed to synthesize it. The reactants are: [H-].[K+].[C:3]1([C:9]2[CH:14]=[CH:13][C:12]([OH:15])=[CH:11][CH:10]=2)[CH:8]=[CH:7][CH:6]=[CH:5][CH:4]=1.[H][H].[Cl:18][CH:19]=[C:20](Cl)[Cl:21].